From a dataset of Forward reaction prediction with 1.9M reactions from USPTO patents (1976-2016). Predict the product of the given reaction. (1) Given the reactants Cl[C:2]1[C:11]2[C:6](=[CH:7][CH:8]=[C:9]([Cl:12])[CH:10]=2)[N:5]=[C:4]([N:13]2[CH2:19][C:18]3[CH:20]=[CH:21][CH:22]=[CH:23][C:17]=3[S:16](=[O:24])[CH2:15][CH2:14]2)[CH:3]=1.[F:25][C@@H:26]1[CH2:30][NH:29][CH2:28][C@H:27]1[NH:31]C(=O)OC(C)(C)C, predict the reaction product. The product is: [Cl:12][C:9]1[CH:10]=[C:11]2[C:6](=[CH:7][CH:8]=1)[N:5]=[C:4]([N:13]1[CH2:19][C:18]3[CH:20]=[CH:21][CH:22]=[CH:23][C:17]=3[S:16](=[O:24])[CH2:15][CH2:14]1)[CH:3]=[C:2]2[N:29]1[CH2:30][C@@H:26]([F:25])[C@H:27]([NH2:31])[CH2:28]1. (2) Given the reactants [NH2:1][C:2]1[CH:3]=[C:4]([NH:8][C:9]2[C:14]([Cl:15])=[CH:13][N:12]=[C:11]([NH:16][C:17]3[CH:18]=[N:19][N:20]([CH:22]4[CH2:27][CH2:26][N:25]([CH3:28])[CH2:24][CH2:23]4)[CH:21]=3)[N:10]=2)[CH:5]=[CH:6][CH:7]=1.C([O-])([O-])=O.[K+].[K+].[C:35](Cl)(=[O:38])[CH:36]=[CH2:37], predict the reaction product. The product is: [Cl:15][C:14]1[C:9]([NH:8][C:4]2[CH:3]=[C:2]([NH:1][C:35](=[O:38])[CH:36]=[CH2:37])[CH:7]=[CH:6][CH:5]=2)=[N:10][C:11]([NH:16][C:17]2[CH:18]=[N:19][N:20]([CH:22]3[CH2:27][CH2:26][N:25]([CH3:28])[CH2:24][CH2:23]3)[CH:21]=2)=[N:12][CH:13]=1. (3) Given the reactants [CH2:1]([O:3][C:4]([C:6]1([C:9]2[CH:14]=[CH:13][C:12]([C:15]3[CH:20]=[CH:19][C:18]([C:21]4[O:25][N:24]=[C:23]([CH3:26])[C:22]=4[CH2:27][NH:28]C(OCC4C=CC=CC=4)=O)=[CH:17][CH:16]=3)=[CH:11][CH:10]=2)[CH2:8][CH2:7]1)=[O:5])[CH3:2], predict the reaction product. The product is: [CH2:1]([O:3][C:4]([C:6]1([C:9]2[CH:10]=[CH:11][C:12]([C:15]3[CH:20]=[CH:19][C:18]([C:21]4[O:25][N:24]=[C:23]([CH3:26])[C:22]=4[CH2:27][NH2:28])=[CH:17][CH:16]=3)=[CH:13][CH:14]=2)[CH2:8][CH2:7]1)=[O:5])[CH3:2]. (4) Given the reactants [S-:1][C:2]#[N:3].[K+].[NH2:5][C:6]1[CH:7]=[CH:8][C:9]([O:12][C:13]2[CH:14]=[C:15]([NH:20][C:21](=[O:30])[O:22][CH2:23][C:24]3[CH:29]=[CH:28][CH:27]=[CH:26][CH:25]=3)[CH:16]=[CH:17][C:18]=2[CH3:19])=[N:10][CH:11]=1.BrBr, predict the reaction product. The product is: [NH2:3][C:2]1[S:1][C:11]2[C:6]([N:5]=1)=[CH:7][CH:8]=[C:9]([O:12][C:13]1[CH:14]=[C:15]([NH:20][C:21](=[O:30])[O:22][CH2:23][C:24]3[CH:25]=[CH:26][CH:27]=[CH:28][CH:29]=3)[CH:16]=[CH:17][C:18]=1[CH3:19])[N:10]=2. (5) Given the reactants [C:1]([O:5][C:6]([NH:8][C@@H:9]([CH2:17][CH2:18][CH3:19])/[CH:10]=[CH:11]/[C:12](OCC)=[O:13])=[O:7])([CH3:4])([CH3:3])[CH3:2].B(F)(F)F.CCOCC.CC(C[AlH]CC(C)C)C.C(C(C(C([O-])=O)O)O)([O-])=O.[Na+].[K+], predict the reaction product. The product is: [OH:13][CH2:12]/[CH:11]=[CH:10]/[C@@H:9]([NH:8][C:6](=[O:7])[O:5][C:1]([CH3:4])([CH3:3])[CH3:2])[CH2:17][CH2:18][CH3:19]. (6) Given the reactants [CH3:1][C:2]1[CH:6]=[C:5]([C:7]([O:9][CH2:10][CH3:11])=[O:8])[NH:4][N:3]=1.[H-].[Na+].[F:14][C:15]1[CH:22]=[CH:21][CH:20]=[CH:19][C:16]=1[CH2:17]Br.O, predict the reaction product. The product is: [F:14][C:15]1[CH:22]=[CH:21][CH:20]=[CH:19][C:16]=1[CH2:17][N:3]1[C:2]([CH3:1])=[CH:6][C:5]([C:7]([O:9][CH2:10][CH3:11])=[O:8])=[N:4]1.[F:14][C:15]1[CH:22]=[CH:21][CH:20]=[CH:19][C:16]=1[CH2:17][N:4]1[C:5]([C:7]([O:9][CH2:10][CH3:11])=[O:8])=[CH:6][C:2]([CH3:1])=[N:3]1.